Dataset: Reaction yield outcomes from USPTO patents with 853,638 reactions. Task: Predict the reaction yield, written as a fraction of the theoretical maximum amount of product (1.0 means a 100% yield; for example, 0.34 means a 34% yield). (1) The yield is 0.980. The catalyst is C(Cl)Cl. The reactants are [C:1]([C:3]1[S:4][C:5]2[CH:11]=[C:10]([NH:12][C:13](=[O:40])[CH2:14][CH2:15][C:16](=[O:39])[NH:17][CH2:18][CH2:19][CH2:20][O:21][CH2:22][CH2:23][O:24][CH2:25][CH2:26][O:27][CH2:28][CH2:29][CH2:30][NH:31]C(=O)OC(C)(C)C)[CH:9]=[CH:8][C:6]=2[N:7]=1)#[N:2].C([SiH](C(C)C)C(C)C)(C)C.[ClH:51].O1CCOCC1. The product is [ClH:51].[NH2:31][CH2:30][CH2:29][CH2:28][O:27][CH2:26][CH2:25][O:24][CH2:23][CH2:22][O:21][CH2:20][CH2:19][CH2:18][NH:17][C:16](=[O:39])[CH2:15][CH2:14][C:13]([NH:12][C:10]1[CH:9]=[CH:8][C:6]2[N:7]=[C:3]([C:1]#[N:2])[S:4][C:5]=2[CH:11]=1)=[O:40]. (2) The reactants are [CH2:1]([N:5]([CH2:18][CH2:19][C@H:20]([NH:42][C:43]([O:45][C:46]([CH3:49])([CH3:48])[CH3:47])=[O:44])[C:21]([N:23]1[CH2:27][C@H:26]([OH:28])[CH2:25][C@H:24]1[C:29]([NH:31][C@:32]1([C:37]([O:39][CH2:40][CH3:41])=[O:38])[CH2:34][C@H:33]1[CH:35]=[CH2:36])=[O:30])=[O:22])[S:6]([C:9]1[CH:14]=[CH:13][CH:12]=[CH:11][C:10]=1[N+:15]([O-:17])=[O:16])(=[O:8])=[O:7])[CH2:2][CH:3]=[CH2:4].N1([C:55]([N:57]2[CH:61]=[CH:60]N=[CH:58]2)=[O:56])C=CN=C1.C(N(C(C)C)C(C)C)C.Cl.[F:72][C:73]1C=[CH:80][CH:79]=[C:78]2[C:74]=1CNC2. The catalyst is C1(C)C=CC=CC=1. The product is [F:72][C:73]1[CH:74]=[CH:78][CH:79]=[C:80]2[C:60]=1[CH2:61][N:57]([C:55]([O:28][C@@H:26]1[CH2:25][C@@H:24]([C:29](=[O:30])[NH:31][C@:32]3([C:37]([O:39][CH2:40][CH3:41])=[O:38])[CH2:34][C@H:33]3[CH:35]=[CH2:36])[N:23]([C:21](=[O:22])[C@@H:20]([NH:42][C:43]([O:45][C:46]([CH3:48])([CH3:47])[CH3:49])=[O:44])[CH2:19][CH2:18][N:5]([CH2:1][CH2:2][CH:3]=[CH2:4])[S:6]([C:9]3[CH:14]=[CH:13][CH:12]=[CH:11][C:10]=3[N+:15]([O-:17])=[O:16])(=[O:8])=[O:7])[CH2:27]1)=[O:56])[CH2:58]2. The yield is 0.840. (3) The reactants are [H-].[Na+].[NH2:3][C@H:4]([CH:7]([CH3:9])[CH3:8])[CH2:5][OH:6].Cl[CH2:11][C:12](OCC)=[O:13].[Cl-].[NH4+]. The catalyst is C1(C)C=CC=CC=1. The product is [CH:7]([C@H:4]1[NH:3][C:12](=[O:13])[CH2:11][O:6][CH2:5]1)([CH3:9])[CH3:8]. The yield is 0.680. (4) The reactants are [Cl:1][C:2]1[CH:3]=[CH:4][C:5]2[N:6]([CH:8]=[C:9]([C:11]3[CH:16]=[CH:15][C:14]([C:17]([F:20])([F:19])[F:18])=[C:13]([N+:21]([O-])=O)[CH:12]=3)[N:10]=2)[CH:7]=1.CC(O)=O. The catalyst is [Fe].C(O)C.O. The product is [Cl:1][C:2]1[CH:3]=[CH:4][C:5]2[N:6]([CH:8]=[C:9]([C:11]3[CH:16]=[CH:15][C:14]([C:17]([F:19])([F:18])[F:20])=[C:13]([NH2:21])[CH:12]=3)[N:10]=2)[CH:7]=1. The yield is 0.960.